From a dataset of Full USPTO retrosynthesis dataset with 1.9M reactions from patents (1976-2016). Predict the reactants needed to synthesize the given product. (1) The reactants are: [NH:1]1[CH:5]=[CH:4][N:3]=[C:2]1[CH2:6][NH:7][C:8]([C:10]1([CH2:27][OH:28])[CH2:15][CH2:14][N:13]([C:16](=[O:26])[CH2:17][NH:18][C:19](=[O:25])[O:20][C:21]([CH3:24])([CH3:23])[CH3:22])[CH2:12][CH2:11]1)=[O:9].[CH2:29]([C:31]1[CH:36]=[CH:35][C:34]([N:37]=[C:38]=[O:39])=[CH:33][CH:32]=1)[CH3:30]. Given the product [CH2:29]([C:31]1[CH:36]=[CH:35][C:34]([NH:37][C:38](=[O:39])[O:28][CH2:27][C:10]2([C:8](=[O:9])[NH:7][CH2:6][C:2]3[NH:1][CH:5]=[CH:4][N:3]=3)[CH2:15][CH2:14][N:13]([C:16](=[O:26])[CH2:17][NH:18][C:19]([O:20][C:21]([CH3:24])([CH3:23])[CH3:22])=[O:25])[CH2:12][CH2:11]2)=[CH:33][CH:32]=1)[CH3:30], predict the reactants needed to synthesize it. (2) The reactants are: [Cl:1][C:2]1[CH:25]=[CH:24][C:5]([O:6][CH2:7][C:8]([N:10]2[C:16]3[CH:17]=[CH:18][CH:19]=[CH:20][C:15]=3[CH2:14][N:13]3[CH:21]=[CH:22][CH:23]=[C:12]3[CH2:11]2)=[O:9])=[C:4]([CH3:26])[CH:3]=1.[C:27]([C:31]1[CH:39]=[CH:38][C:34]([C:35](Cl)=[O:36])=[CH:33][CH:32]=1)([CH3:30])([CH3:29])[CH3:28]. Given the product [C:27]([C:31]1[CH:32]=[CH:33][C:34]([C:35]([C:21]2[N:13]3[C:12]([CH2:11][N:10]([C:8](=[O:9])[CH2:7][O:6][C:5]4[CH:24]=[CH:25][C:2]([Cl:1])=[CH:3][C:4]=4[CH3:26])[C:16]4[CH:17]=[CH:18][CH:19]=[CH:20][C:15]=4[CH2:14]3)=[CH:23][CH:22]=2)=[O:36])=[CH:38][CH:39]=1)([CH3:30])([CH3:28])[CH3:29], predict the reactants needed to synthesize it. (3) Given the product [CH3:1][C:2]1([CH3:14])[O:6][C@H:5]([CH2:7][CH2:8][C:9]([O:11][CH2:12][CH3:13])=[O:10])[CH2:4][O:3]1, predict the reactants needed to synthesize it. The reactants are: [CH3:1][C:2]1([CH3:14])[O:6][C@H:5](/[CH:7]=[CH:8]/[C:9]([O:11][CH2:12][CH3:13])=[O:10])[CH2:4][O:3]1. (4) Given the product [S:12]([O:23][CH2:25][CH2:26][CH2:27][CH2:28][CH3:29])(=[O:35])(=[O:22])[CH3:13], predict the reactants needed to synthesize it. The reactants are: OC1C=CC(C2C3C=C(N(C)C)C=C[C:13]=3[S:12](=[O:23])(=[O:22])CCC2)=CC=1.I[CH2:25][CH2:26][CH2:27][CH2:28][CH2:29]I.CN(C=[O:35])C.